From a dataset of Full USPTO retrosynthesis dataset with 1.9M reactions from patents (1976-2016). Predict the reactants needed to synthesize the given product. (1) Given the product [Cl:15][C:7]1[CH:6]=[CH:5][C:4]2[C:9](=[CH:10][CH:11]=[C:2]([Br:1])[CH:3]=2)[N:8]=1, predict the reactants needed to synthesize it. The reactants are: [Br:1][C:2]1[CH:3]=[C:4]2[C:9](=[CH:10][CH:11]=1)[N+:8]([O-])=[CH:7][CH:6]=[CH:5]2.O=S(Cl)[Cl:15]. (2) Given the product [NH2:29][C:26]1[CH:27]=[CH:28][C:6]2[O:5][C@:4]([CH:3]([O:33][CH3:34])[O:2][CH3:1])([CH3:32])[C@H:9]([OH:10])[C@@H:8]([N:11]([C:18]3[CH:19]=[CH:20][C:21]([Cl:24])=[CH:22][CH:23]=3)[CH2:12][C:13]3[NH:14][CH:15]=[CH:16][N:17]=3)[C:7]=2[CH:25]=1, predict the reactants needed to synthesize it. The reactants are: [CH3:1][O:2][CH:3]([O:33][CH3:34])[C@@:4]1([CH3:32])[C@H:9]([OH:10])[C@@H:8]([N:11]([C:18]2[CH:23]=[CH:22][C:21]([Cl:24])=[CH:20][CH:19]=2)[CH2:12][C:13]2[NH:14][CH:15]=[CH:16][N:17]=2)[C:7]2[CH:25]=[C:26]([N+:29]([O-])=O)[CH:27]=[CH:28][C:6]=2[O:5]1.